This data is from Forward reaction prediction with 1.9M reactions from USPTO patents (1976-2016). The task is: Predict the product of the given reaction. (1) Given the reactants [Cl:1][C:2]1[CH:7]=[CH:6][C:5]([NH:8][C:9]([C:11]2[O:12][CH:13]=[CH:14][CH:15]=2)=[O:10])=[C:4]([I:16])[CH:3]=1.[C:17](O[C:17]([O:19][C:20]([CH3:23])([CH3:22])[CH3:21])=[O:18])([O:19][C:20]([CH3:23])([CH3:22])[CH3:21])=[O:18], predict the reaction product. The product is: [Cl:1][C:2]1[CH:7]=[CH:6][C:5]([N:8]([C:9]([C:11]2[O:12][CH:13]=[CH:14][CH:15]=2)=[O:10])[C:17](=[O:18])[O:19][C:20]([CH3:23])([CH3:22])[CH3:21])=[C:4]([I:16])[CH:3]=1. (2) Given the reactants [CH3:1][S:2](Cl)(=[O:4])=[O:3].[NH2:6][C:7]1[CH:37]=[CH:36][C:10]([CH2:11][N:12]2[C:16](=[O:17])[C:15]3([CH2:22][CH2:21][N:20]([C:23]([O:25][C:26]([CH3:29])([CH3:28])[CH3:27])=[O:24])[CH2:19][CH2:18]3)[N:14]([C:30]3[CH:35]=[CH:34][CH:33]=[CH:32][CH:31]=3)[CH2:13]2)=[CH:9][CH:8]=1.N1C=CC=CC=1, predict the reaction product. The product is: [CH3:1][S:2]([NH:6][C:7]1[CH:8]=[CH:9][C:10]([CH2:11][N:12]2[C:16](=[O:17])[C:15]3([CH2:22][CH2:21][N:20]([C:23]([O:25][C:26]([CH3:29])([CH3:28])[CH3:27])=[O:24])[CH2:19][CH2:18]3)[N:14]([C:30]3[CH:31]=[CH:32][CH:33]=[CH:34][CH:35]=3)[CH2:13]2)=[CH:36][CH:37]=1)(=[O:4])=[O:3]. (3) Given the reactants [F:1][C:2]([F:34])([F:33])[CH2:3][NH:4][C:5]([NH:7][C:8]1[CH:9]=[C:10]([C:14]2[N:18]3[N:19]=[CH:20][C:21]([C:23]4[CH:24]=[N:25][N:26]([CH:28]([CH3:32])[C:29](O)=[O:30])[CH:27]=4)=[CH:22][C:17]3=[N:16][CH:15]=2)[CH:11]=[CH:12][CH:13]=1)=[O:6].Cl.[NH2:36][CH:37]1[CH2:42][CH2:41][O:40][CH2:39][CH2:38]1, predict the reaction product. The product is: [O:40]1[CH2:41][CH2:42][CH:37]([NH:36][C:29](=[O:30])[CH:28]([N:26]2[CH:27]=[C:23]([C:21]3[CH:20]=[N:19][N:18]4[C:14]([C:10]5[CH:11]=[CH:12][CH:13]=[C:8]([NH:7][C:5]([NH:4][CH2:3][C:2]([F:33])([F:1])[F:34])=[O:6])[CH:9]=5)=[CH:15][N:16]=[C:17]4[CH:22]=3)[CH:24]=[N:25]2)[CH3:32])[CH2:38][CH2:39]1. (4) Given the reactants [CH:1]1([CH:6]=[C:7]([C:18]2[NH:30][C:21]3=[N:22][CH:23]=[C:24]([S:26]([CH2:28][CH3:29])=[O:27])[CH:25]=[C:20]3[CH:19]=2)[C:8]2[CH:13]=[CH:12][C:11]([S:14]([CH3:17])(=[O:16])=[O:15])=[CH:10][CH:9]=2)[CH2:5][CH2:4][CH2:3][CH2:2]1, predict the reaction product. The product is: [CH:1]1([CH2:6][CH:7]([C:18]2[NH:30][C:21]3=[N:22][CH:23]=[C:24]([S:26]([CH2:28][CH3:29])=[O:27])[CH:25]=[C:20]3[CH:19]=2)[C:8]2[CH:13]=[CH:12][C:11]([S:14]([CH3:17])(=[O:16])=[O:15])=[CH:10][CH:9]=2)[CH2:5][CH2:4][CH2:3][CH2:2]1. (5) Given the reactants [NH:1]1[CH:5]=[CH:4][CH:3]=[N:2]1.[C:6]([C:9]1[CH:10]=[CH:11][C:12](Br)=[N:13][CH:14]=1)(=[O:8])[CH3:7].C(=O)([O-])[O-].[K+].[K+].O, predict the reaction product. The product is: [C:6]([C:9]1[CH:10]=[CH:11][C:12]([N:1]2[CH:5]=[CH:4][CH:3]=[N:2]2)=[N:13][CH:14]=1)(=[O:8])[CH3:7]. (6) Given the reactants [F:1][C:2]([F:15])([F:14])[C:3]1[N:8]=[N:7][C:6]([C:9]2([C:12]#[N:13])[CH2:11][CH2:10]2)=[CH:5][CH:4]=1.[C:16](O[C:16]([O:18][C:19]([CH3:22])([CH3:21])[CH3:20])=[O:17])([O:18][C:19]([CH3:22])([CH3:21])[CH3:20])=[O:17].[Na], predict the reaction product. The product is: [F:15][C:2]([F:1])([F:14])[C:3]1[N:8]=[N:7][C:6]([C:9]2([CH2:12][NH:13][C:16](=[O:17])[O:18][C:19]([CH3:22])([CH3:21])[CH3:20])[CH2:10][CH2:11]2)=[CH:5][CH:4]=1. (7) Given the reactants [F:1][C:2]([F:7])([F:6])[C:3]([OH:5])=[O:4].[CH2:8]([S:10]([N:13]1[CH2:18][CH2:17][CH:16]([C:19]2[C:27]3[C:22](=[C:23]([C:40]([NH2:42])=[O:41])[CH:24]=[C:25]([C:28]4[S:29][CH:30]=[C:31]([CH2:33][NH:34][CH2:35][CH2:36][CH2:37]OC)[CH:32]=4)[CH:26]=3)[NH:21][CH:20]=2)[CH2:15][CH2:14]1)(=[O:12])=[O:11])[CH3:9].[CH3:43][O:44][CH2:45]CCN, predict the reaction product. The product is: [F:1][C:2]([F:7])([F:6])[C:3]([OH:5])=[O:4].[CH2:8]([S:10]([N:13]1[CH2:14][CH2:15][CH:16]([C:19]2[C:27]3[C:22](=[C:23]([C:40]([NH2:42])=[O:41])[CH:24]=[C:25]([C:28]4[S:29][CH:30]=[C:31]([CH2:33][N:34]5[CH2:2][CH2:37][CH2:36][C@H:35]5[CH2:43][O:44][CH3:45])[CH:32]=4)[CH:26]=3)[NH:21][CH:20]=2)[CH2:17][CH2:18]1)(=[O:12])=[O:11])[CH3:9].